Dataset: Catalyst prediction with 721,799 reactions and 888 catalyst types from USPTO. Task: Predict which catalyst facilitates the given reaction. (1) Reactant: [NH2:1][CH2:2][C:3]1[CH:8]=[CH:7][C:6]([C:9]2[C:10]([C:15]([O:17][CH3:18])=[O:16])=[CH:11][CH:12]=[CH:13][CH:14]=2)=[CH:5][CH:4]=1.[C:19]([O:23][C:24]([NH:26][C:27]([CH3:32])([CH3:31])[C:28](O)=[O:29])=[O:25])([CH3:22])([CH3:21])[CH3:20].O.ON1C2C=CC=CC=2N=N1.C(N(CC)CC)C.Cl.CN(C)CCCN=C=NCC. The catalyst class is: 1. Product: [C:19]([O:23][C:24]([NH:26][C:27]([CH3:32])([CH3:31])[C:28]([NH:1][CH2:2][C:3]1[CH:8]=[CH:7][C:6]([C:9]2[C:10]([C:15]([O:17][CH3:18])=[O:16])=[CH:11][CH:12]=[CH:13][CH:14]=2)=[CH:5][CH:4]=1)=[O:29])=[O:25])([CH3:22])([CH3:21])[CH3:20]. (2) Product: [CH:3]1([C:2]([OH:6])=[O:5])[C:11]2[NH:12][C:13]3[C:18](=[CH:17][CH:16]=[CH:15][CH:14]=3)[C:10]=2[CH2:9][CH2:8][NH:7]1. The catalyst class is: 6. Reactant: O.[C:2]([OH:6])(=[O:5])[CH:3]=O.[NH2:7][CH2:8][CH2:9][C:10]1[C:18]2[C:13](=[CH:14][CH:15]=[CH:16][CH:17]=2)[NH:12][CH:11]=1.Cl.[OH-].[K+]. (3) Reactant: [Br:1][C:2]1[C:7]2[CH:8](O)[CH2:9][CH2:10][CH2:11][CH2:12][C:6]=2[C:5]([CH3:14])=[CH:4][CH:3]=1.O.C1(C)C=CC(S(O)(=O)=O)=CC=1. Product: [Br:1][C:2]1[C:7]2[CH:8]=[CH:9][CH2:10][CH2:11][CH2:12][C:6]=2[C:5]([CH3:14])=[CH:4][CH:3]=1. The catalyst class is: 11. (4) Reactant: C(OC(=O)[NH:7][C@@H:8]1[C:14](=[O:15])[N:13]([CH3:16])[C:12]2[CH:17]=[C:18]([F:21])[CH:19]=[CH:20][C:11]=2[O:10][CH2:9]1)(C)(C)C.FC(F)(F)C(O)=O. Product: [NH2:7][C@@H:8]1[C:14](=[O:15])[N:13]([CH3:16])[C:12]2[CH:17]=[C:18]([F:21])[CH:19]=[CH:20][C:11]=2[O:10][CH2:9]1. The catalyst class is: 4. (5) Reactant: [CH3:1][O:2][C:3]1[CH:4]=[CH:5][C:6]2[C:14]3[C:10](=[C:11]([C:15]([O:17][CH3:18])=[O:16])[NH:12][N:13]=3)[CH2:9][CH:8]([CH3:19])[C:7]=2[CH:20]=1. Product: [CH3:1][O:2][C:3]1[CH:4]=[CH:5][C:6]2[C:14]3[C:10](=[C:11]([C:15]([O:17][CH3:18])=[O:16])[NH:12][N:13]=3)[CH:9]=[C:8]([CH3:19])[C:7]=2[CH:20]=1. The catalyst class is: 2. (6) Reactant: [Cl:1][C:2]1[C:10]([C:11]([F:14])([F:13])[F:12])=[CH:9][CH:8]=[CH:7][C:3]=1[C:4]([OH:6])=O.CN(C(ON1N=NC2C=CC=NC1=2)=[N+](C)C)C.F[P-](F)(F)(F)(F)F.C(N(C(C)C)C(C)C)C.[CH3:48][N:49]1[CH2:54][CH2:53][CH2:52][C:51]([NH2:61])([C:55]2[CH:60]=[CH:59][CH:58]=[CH:57][CH:56]=2)[CH2:50]1. Product: [Cl:1][C:2]1[C:10]([C:11]([F:14])([F:13])[F:12])=[CH:9][CH:8]=[CH:7][C:3]=1[C:4]([NH:61][C:51]1([C:55]2[CH:60]=[CH:59][CH:58]=[CH:57][CH:56]=2)[CH2:52][CH2:53][CH2:54][N:49]([CH3:48])[CH2:50]1)=[O:6]. The catalyst class is: 3. (7) Reactant: [BH4-].[Na+].[Br:3][C:4]1[CH:5]=[C:6]([CH:18]=[CH:19][CH:20]=1)[CH2:7][C:8]([CH2:10][C:11]1[CH:16]=[CH:15][CH:14]=[C:13]([Br:17])[CH:12]=1)=[O:9].C(O)(C)C.C(O)(=O)C. Product: [Br:3][C:4]1[CH:5]=[C:6]([CH2:7][CH:8]([OH:9])[CH2:10][C:11]2[CH:16]=[CH:15][CH:14]=[C:13]([Br:17])[CH:12]=2)[CH:18]=[CH:19][CH:20]=1. The catalyst class is: 1. (8) Reactant: [CH2:1]([S:8][CH:9]([CH2:19][N:20]1[CH2:25][CH2:24][S:23][CH2:22][CH2:21]1)[CH2:10][NH:11]C(=O)OC(C)(C)C)[C:2]1[CH:7]=[CH:6][CH:5]=[CH:4][CH:3]=1.C(OCC)(=O)C.C(OCC)(=O)C.Cl. Product: [CH2:1]([S:8][CH:9]([CH2:19][N:20]1[CH2:21][CH2:22][S:23][CH2:24][CH2:25]1)[CH2:10][NH2:11])[C:2]1[CH:7]=[CH:6][CH:5]=[CH:4][CH:3]=1. The catalyst class is: 5. (9) Reactant: [F:1][C:2]1[C:7]([F:8])=[CH:6][CH:5]=[CH:4][C:3]=1[CH2:9][OH:10].C(O[K])(C)(C)C.[C:17]([O:21][C:22]([N:24]1[CH2:29][CH2:28][CH:27]([CH2:30][CH2:31]OS(C)(=O)=O)[CH2:26][CH2:25]1)=[O:23])([CH3:20])([CH3:19])[CH3:18].[NH4+].[Cl-]. Product: [C:17]([O:21][C:22]([N:24]1[CH2:29][CH2:28][CH:27]([CH2:30][CH2:31][O:10][CH2:9][C:3]2[CH:4]=[CH:5][CH:6]=[C:7]([F:8])[C:2]=2[F:1])[CH2:26][CH2:25]1)=[O:23])([CH3:20])([CH3:19])[CH3:18]. The catalyst class is: 1. (10) Reactant: [Br:1][C:2]1[CH:9]=[CH:8][CH:7]=[CH:6][C:3]=1[CH2:4]Br.O.[C-:11]#[N:12].[K+]. Product: [Br:1][C:2]1[CH:9]=[CH:8][CH:7]=[CH:6][C:3]=1[CH2:4][C:11]#[N:12]. The catalyst class is: 9.